From a dataset of Full USPTO retrosynthesis dataset with 1.9M reactions from patents (1976-2016). Predict the reactants needed to synthesize the given product. (1) Given the product [N:30]1([C:34]([C@H:36]2[CH2:40][CH2:39][N:38]([CH2:18][C:13]3[N:14]([CH3:17])[C:15]4[C:11]([N:12]=3)=[C:10]([N:20]3[CH2:21][CH2:22][O:23][CH2:24][CH2:25]3)[N:9]=[C:8]([N:7]3[C:6]5[CH:26]=[CH:27][CH:28]=[CH:29][C:5]=5[N:4]=[C:3]3[CH2:1][CH3:2])[N:16]=4)[CH2:37]2)=[O:35])[CH2:31][CH2:32][CH2:33]1, predict the reactants needed to synthesize it. The reactants are: [CH2:1]([C:3]1[N:7]([C:8]2[N:16]=[C:15]3[C:11]([N:12]=[C:13]([CH:18]=O)[N:14]3[CH3:17])=[C:10]([N:20]3[CH2:25][CH2:24][O:23][CH2:22][CH2:21]3)[N:9]=2)[C:6]2[CH:26]=[CH:27][CH:28]=[CH:29][C:5]=2[N:4]=1)[CH3:2].[N:30]1([C:34]([C@H:36]2[CH2:40][CH2:39][NH:38][CH2:37]2)=[O:35])[CH2:33][CH2:32][CH2:31]1.C(O[BH-](OC(=O)C)OC(=O)C)(=O)C.[Na+]. (2) Given the product [Cl:28][C:29]1[CH:34]=[CH:33][CH:32]=[C:31]([F:35])[C:30]=1[CH2:36][N:37]([CH2:1][C:3]1[CH:8]=[CH:7][CH:6]=[CH:5][C:4]=1[CH2:9][N:10]1[CH2:15][CH2:14][N:13]([C:16]2[C:21]([C:22]([O:24][CH:25]([CH3:27])[CH3:26])=[O:23])=[CH:20][CH:19]=[CH:18][N:17]=2)[CH2:12][CH2:11]1)[CH2:38][CH3:39], predict the reactants needed to synthesize it. The reactants are: [CH:1]([C:3]1[CH:8]=[CH:7][CH:6]=[CH:5][C:4]=1[CH2:9][N:10]1[CH2:15][CH2:14][N:13]([C:16]2[C:21]([C:22]([O:24][CH:25]([CH3:27])[CH3:26])=[O:23])=[CH:20][CH:19]=[CH:18][N:17]=2)[CH2:12][CH2:11]1)=O.[Cl:28][C:29]1[CH:34]=[CH:33][CH:32]=[C:31]([F:35])[C:30]=1[CH2:36][NH:37][CH2:38][CH3:39].C(O)(=O)C.C(O[BH-](OC(=O)C)OC(=O)C)(=O)C.[Na+]. (3) Given the product [Cl:1][C:2]1[N:3]=[CH:4][C:5]([C:9]([NH:20][CH2:19][C:16]2[S:15][C:14]([CH3:13])=[N:18][CH:17]=2)=[O:11])=[N:6][C:7]=1[CH3:8], predict the reactants needed to synthesize it. The reactants are: [Cl:1][C:2]1[N:3]=[CH:4][C:5]([C:9]([OH:11])=O)=[N:6][C:7]=1[CH3:8].Cl.[CH3:13][C:14]1[S:15][C:16]([CH2:19][NH2:20])=[CH:17][N:18]=1.C(N(CC)CC)C. (4) Given the product [Cl:1][C:2]1[CH:3]=[CH:4][C:5]([S:8]([C:11]2([CH3:20])[CH2:15][CH2:14][O:13][C:12]2=[O:16])(=[O:10])=[O:9])=[CH:6][CH:7]=1, predict the reactants needed to synthesize it. The reactants are: [Cl:1][C:2]1[CH:7]=[CH:6][C:5]([S:8]([CH:11]2[CH2:15][CH2:14][O:13][C:12]2=[O:16])(=[O:10])=[O:9])=[CH:4][CH:3]=1.[H-].[Na+].I[CH3:20]. (5) Given the product [Br:11][C:12]1[N:13]=[CH:14][C:15]2[CH:9]=[C:8]([C:6]3[CH:5]=[N:4][N:3]([CH:2]([F:10])[F:1])[CH:7]=3)[N:18]([S:19]([CH3:22])(=[O:21])=[O:20])[C:16]=2[CH:17]=1, predict the reactants needed to synthesize it. The reactants are: [F:1][CH:2]([F:10])[N:3]1[CH:7]=[C:6]([C:8]#[CH:9])[CH:5]=[N:4]1.[Br:11][C:12]1[CH:17]=[C:16]([NH:18][S:19]([CH3:22])(=[O:21])=[O:20])[C:15](I)=[CH:14][N:13]=1.C(N(CC)CC)C. (6) Given the product [N:9]1[CH:10]=[CH:11][CH:12]=[C:7]([N:5]2[CH:6]=[C:2]([N:17]3[CH:18]=[CH:19][C:15]([C:14]([F:21])([F:20])[F:13])=[N:16]3)[CH:3]=[N:4]2)[CH:8]=1, predict the reactants needed to synthesize it. The reactants are: Br[C:2]1[CH:3]=[N:4][N:5]([C:7]2[CH:8]=[N:9][CH:10]=[CH:11][CH:12]=2)[CH:6]=1.[F:13][C:14]([F:21])([F:20])[C:15]1[CH:19]=[CH:18][NH:17][N:16]=1.C(=O)([O-])[O-].[Cs+].[Cs+].C(=NO)C1C(=CC=CC=1)O. (7) Given the product [NH:8]1[C:9]2[C:5](=[CH:4][CH:3]=[CH:2][CH:10]=2)[CH:6]=[CH:7]1, predict the reactants needed to synthesize it. The reactants are: F[C:2]1[CH:10]=[C:9]2[C:5]([CH:6]=[CH:7][NH:8]2)=[CH:4][CH:3]=1.C1(CBr)CC1.N1C=CC=NC=1SC1SC(N)=NC=1.